From a dataset of Full USPTO retrosynthesis dataset with 1.9M reactions from patents (1976-2016). Predict the reactants needed to synthesize the given product. (1) Given the product [F:36][C:30]1[CH:31]=[C:32]([F:35])[CH:33]=[CH:34][C:29]=1[NH:28][C:26]1[CH:25]=[CH:24][C:23]2[C:18]([C:6]3[C:2]([CH3:1])=[N:3][O:4][C:5]=3[CH3:16])=[N:19][N:20]=[CH:21][C:22]=2[N:27]=1, predict the reactants needed to synthesize it. The reactants are: [CH3:1][C:2]1[C:6](B2OC(C)(C)C(C)(C)O2)=[C:5]([CH3:16])[O:4][N:3]=1.Cl[C:18]1[C:23]2[CH:24]=[CH:25][C:26]([NH:28][C:29]3[CH:34]=[CH:33][C:32]([F:35])=[CH:31][C:30]=3[F:36])=[N:27][C:22]=2[CH:21]=[N:20][N:19]=1. (2) The reactants are: [C:1]([O:5][C:6](=[O:22])[NH:7][C:8]1[CH:13]=[CH:12][C:11]([C:14]2[CH:19]=[CH:18][C:17]([F:20])=[CH:16][CH:15]=2)=[CH:10][C:9]=1[NH2:21])([CH3:4])([CH3:3])[CH3:2].CC1(C)[O:29][C:28]([C:30]2[CH:31]=[C:32]([CH:35]=[CH:36][CH:37]=2)[C:33]#[N:34])=[CH:27][C:26](=O)[O:25]1. Given the product [C:1]([O:5][C:6](=[O:22])[NH:7][C:8]1[CH:13]=[CH:12][C:11]([C:14]2[CH:15]=[CH:16][C:17]([F:20])=[CH:18][CH:19]=2)=[CH:10][C:9]=1[NH:21][C:26](=[O:25])[CH2:27][C:28]([C:30]1[CH:37]=[CH:36][CH:35]=[C:32]([C:33]#[N:34])[CH:31]=1)=[O:29])([CH3:4])([CH3:2])[CH3:3], predict the reactants needed to synthesize it. (3) Given the product [CH3:38][C@H:13]1[CH2:12][NH:11][CH2:16][C@H:15]([NH:17][C:18]([NH:20][C:21]2[N:22]=[C:23]3[CH:29]=[CH:28][N:27]([CH2:30][O:31][CH2:32][CH2:33][Si:34]([CH3:35])([CH3:37])[CH3:36])[C:24]3=[N:25][CH:26]=2)=[O:19])[CH2:14]1, predict the reactants needed to synthesize it. The reactants are: C(OC([N:11]1[CH2:16][C@H:15]([NH:17][C:18]([NH:20][C:21]2[N:22]=[C:23]3[CH:29]=[CH:28][N:27]([CH2:30][O:31][CH2:32][CH2:33][Si:34]([CH3:37])([CH3:36])[CH3:35])[C:24]3=[N:25][CH:26]=2)=[O:19])[CH2:14][C@@H:13]([CH3:38])[CH2:12]1)=O)C1C=CC=CC=1. (4) Given the product [F:14][C:15]1[CH:16]=[CH:17][C:18]([OH:23])=[C:19]([CH:22]=1)[CH2:20][N:4]1[CH2:5][CH2:6][N:1]([C:7]2[N:12]=[CH:11][NH:10][C:9](=[O:13])[CH:8]=2)[CH2:2][CH2:3]1, predict the reactants needed to synthesize it. The reactants are: [N:1]1([C:7]2[N:12]=[CH:11][NH:10][C:9](=[O:13])[CH:8]=2)[CH2:6][CH2:5][NH:4][CH2:3][CH2:2]1.[F:14][C:15]1[CH:16]=[CH:17][C:18]([OH:23])=[C:19]([CH:22]=1)[CH:20]=O. (5) Given the product [ClH:13].[NH2:1][CH:2]1[CH2:7][CH2:6][CH:5]([NH:8][S:10]([CH3:9])(=[O:12])=[O:11])[CH2:4][CH2:3]1, predict the reactants needed to synthesize it. The reactants are: [NH2:1][C@H:2]1[CH2:7][CH2:6][C@H:5]([NH2:8])[CH2:4][CH2:3]1.[CH3:9][S:10]([Cl:13])(=[O:12])=[O:11]. (6) Given the product [C:13]([O:17][C:18](=[O:30])[CH2:19][O:20][N:21]([C:8](=[O:9])[CH:7]=[C:5]1[C:4](=[O:11])[O:3][C:2]([CH3:12])([CH3:1])[O:6]1)[CH2:22][C:23]1[CH:28]=[CH:27][C:26]([F:29])=[CH:25][CH:24]=1)([CH3:16])([CH3:14])[CH3:15], predict the reactants needed to synthesize it. The reactants are: [CH3:1][C:2]1([CH3:12])[O:6][C:5](=[CH:7][C:8](Cl)=[O:9])[C:4](=[O:11])[O:3]1.[C:13]([O:17][C:18](=[O:30])[CH2:19][O:20][NH:21][CH2:22][C:23]1[CH:28]=[CH:27][C:26]([F:29])=[CH:25][CH:24]=1)([CH3:16])([CH3:15])[CH3:14]. (7) Given the product [Cl:1][C:2]1[C:3]([N:27]2[CH2:31][CH2:30][CH2:29][CH2:28]2)=[C:4]2[N:10]=[C:9]([C:11]3[CH:12]=[CH:13][C:14]([O:17][CH2:18][CH2:19][N:20]4[CH2:21][CH2:22][O:23][CH2:24][CH2:25]4)=[CH:15][CH:16]=3)[NH:8][C:5]2=[N:6][CH:7]=1, predict the reactants needed to synthesize it. The reactants are: [Cl:1][C:2]1[C:3](Cl)=[C:4]2[N:10]=[C:9]([C:11]3[CH:16]=[CH:15][C:14]([O:17][CH2:18][CH2:19][N:20]4[CH2:25][CH2:24][O:23][CH2:22][CH2:21]4)=[CH:13][CH:12]=3)[NH:8][C:5]2=[N:6][CH:7]=1.[NH:27]1[CH2:31][CH2:30][CH2:29][CH2:28]1. (8) Given the product [CH2:5]([O:7][C:8]([C@:10]1([N:30]=[N+:31]=[N-:32])[C@H:15]([N:1]=[N+:2]=[N-:3])[CH2:14][C@@H:13]2[C@H:11]1[C@@:12]2([F:29])[C:24]([O:26][CH2:27][CH3:28])=[O:25])=[O:9])[CH3:6], predict the reactants needed to synthesize it. The reactants are: [N-:1]=[N+:2]=[N-:3].[Na+].[CH2:5]([O:7][C:8]([C@:10]1([N:30]=[N+:31]=[N-:32])[C@@H:15](OS(C(F)(F)F)(=O)=O)[CH2:14][C@@H:13]2[C@H:11]1[C@@:12]2([F:29])[C:24]([O:26][CH2:27][CH3:28])=[O:25])=[O:9])[CH3:6].C(OCC)C. (9) Given the product [F:32][C:26]1[CH:27]=[CH:28][CH:29]=[C:30]([F:31])[C:25]=1[NH:24][C:22](=[O:23])[C:21]1[CH:33]=[C:17]([C:9]2[N:10]=[C:11]3[CH:16]=[CH:15][CH:14]=[CH:13][N:12]3[C:8]=2[C:6]2[CH:5]=[CH:4][N:3]=[C:2]([NH:44][C:43]3[CH:45]=[C:39]([CH2:37][CH3:38])[C:40]([N:49]4[CH2:50][CH2:51][CH:52]([N:55]5[CH2:56][CH2:57][N:58]([S:61]([CH3:64])(=[O:63])=[O:62])[CH2:59][CH2:60]5)[CH2:53][CH2:54]4)=[CH:41][C:42]=3[O:46][CH2:47][CH3:48])[N:7]=2)[CH:18]=[CH:19][C:20]=1[O:34][CH2:35][CH3:36], predict the reactants needed to synthesize it. The reactants are: Cl[C:2]1[N:7]=[C:6]([C:8]2[N:12]3[CH:13]=[CH:14][CH:15]=[CH:16][C:11]3=[N:10][C:9]=2[C:17]2[CH:18]=[CH:19][C:20]([O:34][CH2:35][CH3:36])=[C:21]([CH:33]=2)[C:22]([NH:24][C:25]2[C:30]([F:31])=[CH:29][CH:28]=[CH:27][C:26]=2[F:32])=[O:23])[CH:5]=[CH:4][N:3]=1.[CH2:37]([C:39]1[C:40]([N:49]2[CH2:54][CH2:53][CH:52]([N:55]3[CH2:60][CH2:59][N:58]([S:61]([CH3:64])(=[O:63])=[O:62])[CH2:57][CH2:56]3)[CH2:51][CH2:50]2)=[CH:41][C:42]([O:46][CH2:47][CH3:48])=[C:43]([CH:45]=1)[NH2:44])[CH3:38].Cl. (10) Given the product [CH:28]([S:30][C:2]1[C:7]([CH:8]=[O:9])=[CH:6][N:5]=[C:4]2[N:10]([CH2:13][O:14][CH2:15][CH2:16][Si:17]([CH3:20])([CH3:19])[CH3:18])[CH:11]=[CH:12][C:3]=12)([CH3:29])[CH3:27], predict the reactants needed to synthesize it. The reactants are: Cl[C:2]1[C:7]([CH:8]=[O:9])=[CH:6][N:5]=[C:4]2[N:10]([CH2:13][O:14][CH2:15][CH2:16][Si:17]([CH3:20])([CH3:19])[CH3:18])[CH:11]=[CH:12][C:3]=12.C([O-])([O-])=O.[K+].[K+].[CH3:27][CH:28]([SH:30])[CH3:29].